From a dataset of Experimentally validated miRNA-target interactions with 360,000+ pairs, plus equal number of negative samples. Binary Classification. Given a miRNA mature sequence and a target amino acid sequence, predict their likelihood of interaction. (1) The miRNA is hsa-miR-9-5p with sequence UCUUUGGUUAUCUAGCUGUAUGA. The protein sequence of the target gene is MFFWCACCLMVAWRVSASDAEHCPELPPVDNSIFVAKEVEGQILGTYVCIKGYHLVGKKTLFCNASKEWDNTTTECRLGHCPDPVLVNGEFSSSGPVNVSDKITFMCNDHYILKGSNRSQCLEDHTWAPPFPICKSRDCDPPGNPVHGYFEGNNFTLGSTISYYCEDRYYLVGVQEQQCVDGEWSSALPVCKLIQEAPKPECEKALLAFQESKNLCEAMENFMQQLKESGMTMEELKYSLELKKAELKAKLL. Result: 0 (no interaction). (2) The miRNA is hsa-miR-550a-3-5p with sequence AGUGCCUGAGGGAGUAAGAG. The protein sequence of the target gene is MGARSGARGALLLALLLCWDPRLSQAGTDSGSEVLPDSFPSAPAEPLPYFLQEPQDAYIVKNKPVELRCRAFPATQIYFKCNGEWVSQNDHVTQEGLDEATGLRVREVQIEVSRQQVEELFGLEDYWCQCVAWSSAGTTKSRRAYVRIAYLRKNFDQEPLGKEVPLDHEVLLQCRPPEGVPVAEVEWLKNEDVIDPTQDTNFLLTIDHNLIIRQARLSDTANYTCVAKNIVAKRRSTTATVIVYVNGGWSSWAEWSPCSNRCGRGWQKRTRTCTNPAPLNGGAFCEGQAFQKTACTTICP.... Result: 1 (interaction). (3) The miRNA is hsa-miR-4505 with sequence AGGCUGGGCUGGGACGGA. The protein sequence of the target gene is MSQPRTPEQALDTPGDCPPGRRDEDAGEGIQCSQRMLSFSDALLSIIATVMILPVTHTEISPEQQFDRSVQRLLATRIAVYLMTFLIVTVAWAAHTRLFQVVGKTDDTLALLNLACMMTITFLPYTFSLMVTFPDVPLGIFLFCVCVIAIGVVQALIVGYAFHFPHLLSPQIQRSAHRALYRRHVLGIVLQGPALCFAAAIFSLFFVPLSYLLMVTVILLPYVSKVTGWCRDRLLGHREPSAHPVEVFSFDLHEPLSKERVEAFSDGVYAIVATLLILDICEDNVPDPKDVKERFSGSLV.... Result: 0 (no interaction). (4) The miRNA is mmu-miR-3470b with sequence UCACUCUGUAGACCAGGCUGG. The protein sequence of the target gene is MAAVVQQNDLVFEFASNGMEDEQQLGDPAIFPAVIVEHVPGADILNSYAGLACVEEPNDMITESSLDVAEEEIIDDDDDDITLTVEASCHNGDETIETIEAAEALLNIDSPSPPVLDEKQINNNIFSSSEDDIVAPITHVSVTLDGIPEVMETQQVQETNADSPGASSPEQRKRKKGRKTKPPRPDSPTTTPNISVKKKNKDGKGNTIYLWEFLLALLQDKATCPKYIKWTQREKGIFKLVDSKAVSRLWGKHKNKPDMNYETMGRALRYYYQRGILAKVEGQRLVYQFKEMPKDLIYID.... Result: 1 (interaction).